This data is from Forward reaction prediction with 1.9M reactions from USPTO patents (1976-2016). The task is: Predict the product of the given reaction. (1) Given the reactants [F:1][C:2]1[CH:35]=[CH:34][C:5]([C:6](/[N:8]=[C:9]2\[NH:10][C:11]3[CH:26]=[CH:25][C:24]([CH2:27][N:28]4[CH2:33][CH2:32][O:31][CH2:30][CH2:29]4)=[CH:23][C:12]=3[N:13]\2[C@@H:14]2[CH2:19][CH2:18][C@H:17]([C:20](Cl)=[O:21])[CH2:16][CH2:15]2)=[O:7])=[CH:4][CH:3]=1.[NH3:36], predict the reaction product. The product is: [C:20]([C@@H:17]1[CH2:18][CH2:19][C@H:14]([N:13]2[C:12]3[CH:23]=[C:24]([CH2:27][N:28]4[CH2:33][CH2:32][O:31][CH2:30][CH2:29]4)[CH:25]=[CH:26][C:11]=3[NH:10]/[C:9]/2=[N:8]\[C:6](=[O:7])[C:5]2[CH:34]=[CH:35][C:2]([F:1])=[CH:3][CH:4]=2)[CH2:15][CH2:16]1)(=[O:21])[NH2:36].[F:1][C:2]1[CH:35]=[CH:34][C:5]([C:6](/[N:8]=[C:9]2\[NH:10][C:11]3[CH:26]=[CH:25][C:24]([CH2:27][N:28]4[CH2:33][CH2:32][O:31][CH2:30][CH2:29]4)=[CH:23][C:12]=3[N:13]\2[C@H:14]2[CH2:19][CH2:18][C@@H:17]([C:20](=[O:21])[NH:36][C:5]([CH3:34])([CH3:4])[CH2:6][OH:7])[CH2:16][CH2:15]2)=[O:7])=[CH:4][CH:3]=1. (2) The product is: [CH:1]1[C:13]2[CH:12]([CH2:14][O:15][C:16](=[O:37])[NH:17][C:18]3[CH:23]=[CH:22][C:21]([S:24][C:25]4[CH:30]=[CH:29][C:28]([C:31](=[O:32])[NH:38][C:39]5[CH:44]=[N:43][C:42]([O:45][CH3:46])=[CH:41][CH:40]=5)=[CH:27][C:26]=4[N+:34]([O-:36])=[O:35])=[CH:20][CH:19]=3)[C:11]3[C:6](=[CH:7][CH:8]=[CH:9][CH:10]=3)[C:5]=2[CH:4]=[CH:3][CH:2]=1. Given the reactants [CH:1]1[C:13]2[CH:12]([CH2:14][O:15][C:16](=[O:37])[NH:17][C:18]3[CH:23]=[CH:22][C:21]([S:24][C:25]4[CH:30]=[CH:29][C:28]([C:31](Cl)=[O:32])=[CH:27][C:26]=4[N+:34]([O-:36])=[O:35])=[CH:20][CH:19]=3)[C:11]3[C:6](=[CH:7][CH:8]=[CH:9][CH:10]=3)[C:5]=2[CH:4]=[CH:3][CH:2]=1.[NH2:38][C:39]1[CH:40]=[CH:41][C:42]([O:45][CH3:46])=[N:43][CH:44]=1.C(N(C(C)C)CC)(C)C, predict the reaction product. (3) Given the reactants [C:1]([C:3]1[C:4]([NH:24][C:25]2[CH:26]=[C:27]3[C:31](=[CH:32][CH:33]=2)[NH:30][CH:29]=[CH:28]3)=[C:5]([C:9]2[CH:10]=[C:11]([C:15]3[CH:20]=[CH:19][C:18]([C:21]([OH:23])=O)=[CH:17][CH:16]=3)[CH:12]=[CH:13][CH:14]=2)[CH:6]=[N:7][CH:8]=1)#[N:2].F[P-](F)(F)(F)(F)F.[N:41]1(O[P+](N(C)C)(N(C)C)N(C)C)[C:45]2C=CC=CC=2N=N1.CN.CO, predict the reaction product. The product is: [C:1]([C:3]1[C:4]([NH:24][C:25]2[CH:26]=[C:27]3[C:31](=[CH:32][CH:33]=2)[NH:30][CH:29]=[CH:28]3)=[C:5]([C:9]2[CH:10]=[C:11]([C:15]3[CH:16]=[CH:17][C:18]([C:21]([NH:41][CH3:45])=[O:23])=[CH:19][CH:20]=3)[CH:12]=[CH:13][CH:14]=2)[CH:6]=[N:7][CH:8]=1)#[N:2]. (4) Given the reactants [O:1]1CCO[CH:2]1[CH2:6][N:7]1[C:12](=[O:13])[CH:11]=[N:10][C:9]2[CH:14]=[CH:15][C:16]([O:18][CH3:19])=[N:17][C:8]1=2.FC(F)(F)C(O)=O, predict the reaction product. The product is: [CH3:19][O:18][C:16]1[CH:15]=[CH:14][C:9]2[N:10]=[CH:11][C:12](=[O:13])[N:7]([CH2:6][CH:2]=[O:1])[C:8]=2[N:17]=1. (5) Given the reactants C[O:2][C:3]([C:5]1([CH2:20][CH2:21][CH3:22])[CH2:11][CH2:10][CH:9]2[N:12]([C:13]([O:15][C:16]([CH3:19])([CH3:18])[CH3:17])=[O:14])[CH:6]1[CH2:7][CH2:8]2)=O.[H-].[Al+3].[Li+].[H-].[H-].[H-].C(C(C(C([O-])=O)O)O)([O-])=O.[Na+].[K+], predict the reaction product. The product is: [C:16]([O:15][C:13]([N:12]1[CH:9]2[CH2:8][CH2:7][CH:6]1[C:5]([CH2:3][OH:2])([CH2:20][CH2:21][CH3:22])[CH2:11][CH2:10]2)=[O:14])([CH3:18])([CH3:19])[CH3:17]. (6) Given the reactants COC1C=CC([C@@H:9]([N:11]([CH2:22][C:23]2[N:24]=[C:25]3[CH:30]=[CH:29][CH:28]=[C:27]([N:31]4[CH2:36][CH2:35][N:34]([CH3:37])[CH2:33][CH2:32]4)[N:26]3[CH:38]=2)[C@@H:12]2[C:21]3[N:20]=[CH:19][CH:18]=[CH:17][C:16]=3[CH2:15][CH2:14][CH2:13]2)C)=CC=1.[CH:39](=O)[C:40]1[C:41]([O:46][CH3:47])=[CH:42][CH:43]=[CH:44][CH:45]=1, predict the reaction product. The product is: [N:24]1[C:41]2[C:40](=[CH:45][CH:44]=[CH:43][CH:42]=2)[CH:39]=[CH:30][C:25]=1[NH2:26].[CH3:47][O:46][C:41]1[CH:42]=[CH:43][CH:44]=[CH:45][C:40]=1[CH2:9][N:11]([CH2:22][C:23]1[N:24]=[C:25]2[CH:30]=[CH:29][CH:28]=[C:27]([N:31]3[CH2:36][CH2:35][N:34]([CH3:37])[CH2:33][CH2:32]3)[N:26]2[CH:38]=1)[C@@H:12]1[C:21]2[N:20]=[CH:19][CH:18]=[CH:17][C:16]=2[CH2:15][CH2:14][CH2:13]1.